Binary Classification. Given a drug SMILES string, predict its activity (active/inactive) in a high-throughput screening assay against a specified biological target. From a dataset of Tyrosyl-DNA phosphodiesterase HTS with 341,365 compounds. (1) The molecule is O(C(C)(C)C)C(=O)NCc1ccc(CNC(=O)c2nc[nH]c2C(=O)NCc2ccccc2)cc1. The result is 0 (inactive). (2) The molecule is S(=O)(=O)(N1CCOCC1)c1ccc(cc1)C(=O)NNC(=S)Nc1ccc(OC)cc1. The result is 0 (inactive). (3) The drug is Fc1ccc(C2c3c(OC(=O)C2)c2c([nH]c3=O)cccc2)cc1. The result is 0 (inactive). (4) The drug is Clc1cc(NC(=O)N2CCN(CC2)c2c(OCC)cccc2)ccc1Cl. The result is 0 (inactive). (5) The molecule is S\C(N1CCN(CC1)CCO)=C1/C=C(C(C)(C)C)C(=O)C(C(C)(C)C)=C1. The result is 0 (inactive). (6) The molecule is O(C1C(CCC(C1)C)C(C)C)C(=O)C[n+]1cc(ccc1)C(=O)N. The result is 0 (inactive). (7) The compound is O(CCn1c(=O)c2c(c3c(c1=O)cccc3)cccc2)C(=O)CC. The result is 0 (inactive).